This data is from Forward reaction prediction with 1.9M reactions from USPTO patents (1976-2016). The task is: Predict the product of the given reaction. (1) Given the reactants Cl.[NH2:2][C:3]1[CH:12]=[C:11]([C:13]([O:15][CH3:16])=[O:14])[CH:10]=[CH:9][C:4]=1[C:5](OC)=[O:6].[N:17]#[C:18][NH2:19], predict the reaction product. The product is: [NH2:19][C:18]1[N:2]=[C:3]2[CH:4]([C:5](=[O:6])[N:17]=1)[CH:9]=[CH:10][C:11]([C:13]([O:15][CH3:16])=[O:14])=[CH:12]2. (2) Given the reactants [CH:1]1([C:4]([NH:6][C:7]2[S:8][C:9]3[C:15]([C:16]([O:18]C)=[O:17])=[C:14]([O:20][C:21]4[CH:26]=[CH:25][C:24]([F:27])=[C:23]([NH:28][C:29](=[O:41])[CH2:30][C:31]5[CH:36]=[CH:35][CH:34]=[C:33]([C:37]([F:40])([F:39])[F:38])[CH:32]=5)[CH:22]=4)[CH:13]=[CH:12][C:10]=3[N:11]=2)=[O:5])[CH2:3][CH2:2]1.CO.O.[OH-].[Li+].Cl, predict the reaction product. The product is: [CH:1]1([C:4]([NH:6][C:7]2[S:8][C:9]3[C:15]([C:16]([OH:18])=[O:17])=[C:14]([O:20][C:21]4[CH:26]=[CH:25][C:24]([F:27])=[C:23]([NH:28][C:29](=[O:41])[CH2:30][C:31]5[CH:36]=[CH:35][CH:34]=[C:33]([C:37]([F:40])([F:39])[F:38])[CH:32]=5)[CH:22]=4)[CH:13]=[CH:12][C:10]=3[N:11]=2)=[O:5])[CH2:3][CH2:2]1. (3) Given the reactants [C:1]([O:5][C:6](=[O:13])[N:7]([CH2:9][CH2:10][O:11][NH2:12])[CH3:8])([CH3:4])([CH3:3])[CH3:2].C(N(C(C)C)CC)(C)C.FC1C([O:30][C:31](=O)[C:32]2[CH:37]=[CH:36][C:35]([F:38])=[C:34]([F:39])[C:33]=2[NH:40][C:41]2[CH:46]=[CH:45][C:44]([I:47])=[CH:43][C:42]=2[CH3:48])=C(F)C(F)=C(F)C=1F, predict the reaction product. The product is: [C:1]([O:5][C:6](=[O:13])[N:7]([CH2:9][CH2:10][O:11][NH:12][C:31]([C:32]1[CH:37]=[CH:36][C:35]([F:38])=[C:34]([F:39])[C:33]=1[NH:40][C:41]1[CH:46]=[CH:45][C:44]([I:47])=[CH:43][C:42]=1[CH3:48])=[O:30])[CH3:8])([CH3:4])([CH3:2])[CH3:3]. (4) Given the reactants O=[C:2]1[C:11]2[C:6](=[CH:7][C:8]([O:29][CH3:30])=[C:9]([O:12][C@H:13]3[CH2:18][CH2:17][C@@H:16]([N:19]([C:21]([N:23]4[CH2:28][CH2:27][O:26][CH2:25][CH2:24]4)=[O:22])[CH3:20])[CH2:15][CH2:14]3)[CH:10]=2)[N:5]=[CH:4][NH:3]1.S(Cl)([Cl:33])=O, predict the reaction product. The product is: [ClH:33].[Cl:33][C:2]1[C:11]2[C:6](=[CH:7][C:8]([O:29][CH3:30])=[C:9]([O:12][C@H:13]3[CH2:18][CH2:17][C@@H:16]([N:19]([C:21]([N:23]4[CH2:28][CH2:27][O:26][CH2:25][CH2:24]4)=[O:22])[CH3:20])[CH2:15][CH2:14]3)[CH:10]=2)[N:5]=[CH:4][N:3]=1. (5) Given the reactants [CH3:1][CH:2]1[O:6][C:5]([C:7]2[CH:12]=[CH:11][C:10]([N+:13]([O-:15])=[O:14])=[CH:9][CH:8]=2)=[N:4][CH:3]1[C:16]([O:18][CH3:19])=[O:17].BrN1C(=O)CCC1=O, predict the reaction product. The product is: [CH3:1][C:2]1[O:6][C:5]([C:7]2[CH:8]=[CH:9][C:10]([N+:13]([O-:15])=[O:14])=[CH:11][CH:12]=2)=[N:4][C:3]=1[C:16]([O:18][CH3:19])=[O:17]. (6) Given the reactants [OH:1][C:2]1[C:9]([CH3:10])=[C:8]([OH:11])[CH:7]=[CH:6][C:3]=1[CH:4]=[O:5].[CH2:12](Br)[C:13]1[CH:18]=[CH:17][CH:16]=[CH:15][CH:14]=1.C([O-])(O)=O.[Na+].O1CCOCC1, predict the reaction product. The product is: [CH2:12]([O:11][C:8]1[CH:7]=[CH:6][C:3]([CH:4]=[O:5])=[C:2]([OH:1])[C:9]=1[CH3:10])[C:13]1[CH:18]=[CH:17][CH:16]=[CH:15][CH:14]=1.